This data is from Forward reaction prediction with 1.9M reactions from USPTO patents (1976-2016). The task is: Predict the product of the given reaction. (1) Given the reactants [N+:1]([C:4]1[N:8]=[CH:7][N:6]([C:9]2[CH:16]=[CH:15][C:14](/[CH:17]=[CH:18]/[CH:19]([C:24]3[CH:29]=[C:28]([Cl:30])[C:27]([Cl:31])=[C:26]([Cl:32])[CH:25]=3)[C:20]([F:23])([F:22])[F:21])=[CH:13][C:10]=2[C:11]#[N:12])[N:5]=1)([O-])=O.[NH4+].[Cl-], predict the reaction product. The product is: [NH2:1][C:4]1[N:8]=[CH:7][N:6]([C:9]2[CH:16]=[CH:15][C:14](/[CH:17]=[CH:18]/[CH:19]([C:24]3[CH:25]=[C:26]([Cl:32])[C:27]([Cl:31])=[C:28]([Cl:30])[CH:29]=3)[C:20]([F:21])([F:22])[F:23])=[CH:13][C:10]=2[C:11]#[N:12])[N:5]=1. (2) Given the reactants SCC(O)=O.O.[OH-].[Li+].[CH3:9][O:10][C:11](=[O:53])[CH2:12][C:13]1[C:17]2[CH:18]=[CH:19][C:20]([N:22]([CH2:35][C:36]3[CH:37]=[CH:38][CH:39]=[C:40]4[C:45]=3[N:44]([CH2:46][C:47]3[CH:52]=[CH:51][CH:50]=[CH:49][CH:48]=3)[CH2:43][CH2:42][CH2:41]4)S(C3C=CC=CC=3[N+]([O-])=O)(=O)=O)=[CH:21][C:16]=2[O:15][CH:14]=1.C(=O)(O)[O-].[Na+], predict the reaction product. The product is: [CH3:9][O:10][C:11](=[O:53])[CH2:12][C:13]1[C:17]2[CH:18]=[CH:19][C:20]([NH:22][CH2:35][C:36]3[CH:37]=[CH:38][CH:39]=[C:40]4[C:45]=3[N:44]([CH2:46][C:47]3[CH:48]=[CH:49][CH:50]=[CH:51][CH:52]=3)[CH2:43][CH2:42][CH2:41]4)=[CH:21][C:16]=2[O:15][CH:14]=1. (3) The product is: [Cl:1][C:2]1[CH:26]=[CH:25][C:5]([CH2:6][N:7]2[C:15]3[C:10](=[CH:11][C:12](/[CH:16]=[C:17]4/[C:18](=[O:23])[N:19]([CH2:33][CH2:34][N:35]5[CH2:39][CH2:38][CH2:37][CH2:36]5)[C:20](=[O:22])[S:21]/4)=[CH:13][CH:14]=3)[C:9]([CH3:24])=[N:8]2)=[C:4]([C:27]([F:28])([F:30])[F:29])[CH:3]=1. Given the reactants [Cl:1][C:2]1[CH:26]=[CH:25][C:5]([CH2:6][N:7]2[C:15]3[C:10](=[CH:11][C:12](/[CH:16]=[C:17]4/[C:18](=[O:23])[NH:19][C:20](=[O:22])[S:21]/4)=[CH:13][CH:14]=3)[C:9]([CH3:24])=[N:8]2)=[C:4]([C:27]([F:30])([F:29])[F:28])[CH:3]=1.Cl.Cl[CH2:33][CH2:34][N:35]1[CH2:39][CH2:38][CH2:37][CH2:36]1, predict the reaction product. (4) Given the reactants [C:1]([S:4][CH2:5][CH:6]([C:10]([F:13])([F:12])[F:11])[C:7]([OH:9])=[O:8])(=O)C.[OH-].[K+].CI, predict the reaction product. The product is: [F:11][C:10]([F:12])([F:13])[CH:6]([CH2:5][S:4][CH3:1])[C:7]([OH:9])=[O:8]. (5) Given the reactants S(Cl)(Cl)=O.C(N(C(C)C)C(C)C)C.[CH:14]1([NH:20][C:21]2[CH:26]=[CH:25][CH:24]=[CH:23][N:22]=2)[CH2:19][CH2:18][CH2:17][CH2:16][CH2:15]1.[CH3:27][CH:28]1[CH2:32][CH2:31][CH2:30][O:29]1.[C:33]1([CH3:39])[CH:38]=CC=[CH:35][CH:34]=1, predict the reaction product. The product is: [CH:14]1([N:20]([C:21]2[CH:26]=[CH:25][CH:24]=[CH:23][N:22]=2)[C:30](=[O:29])/[CH:31]=[CH:32]/[C:28]2[CH:35]=[CH:34][C:33]([CH3:39])=[CH:38][CH:27]=2)[CH2:19][CH2:18][CH2:17][CH2:16][CH2:15]1. (6) Given the reactants [N+:1]([O-:4])(O)=[O:2].[CH3:5][N:6]1[CH:10]=[CH:9][CH:8]=[C:7]1[C:11]([OH:13])=[O:12], predict the reaction product. The product is: [CH3:5][N:6]1[CH:10]=[C:9]([N+:1]([O-:4])=[O:2])[CH:8]=[C:7]1[C:11]([OH:13])=[O:12]. (7) Given the reactants [CH3:1][C:2]1[CH:7]=[C:6]([CH3:8])[CH:5]=[C:4]([CH3:9])[C:3]=1[N:10]=[C:11]=[O:12].[NH2:13][C:14]1[CH:15]=[C:16]([C:34]2[CH:39]=[CH:38][C:37]([O:40][CH3:41])=[CH:36][CH:35]=2)[CH:17]=[CH:18][C:19]=1[C:20]([NH:22][C:23]1([C:30]([O:32][CH3:33])=[O:31])[CH2:29][CH2:28][CH2:27][CH2:26][CH2:25][CH2:24]1)=[O:21].CCCCCC.C(OCC)(=O)C, predict the reaction product. The product is: [CH3:41][O:40][C:37]1[CH:36]=[CH:35][C:34]([C:16]2[CH:17]=[CH:18][C:19]([C:20]([NH:22][C:23]3([C:30]([O:32][CH3:33])=[O:31])[CH2:29][CH2:28][CH2:27][CH2:26][CH2:25][CH2:24]3)=[O:21])=[C:14]([NH:13][C:11]([NH:10][C:3]3[C:2]([CH3:1])=[CH:7][C:6]([CH3:8])=[CH:5][C:4]=3[CH3:9])=[O:12])[CH:15]=2)=[CH:39][CH:38]=1. (8) Given the reactants Br[C:2]1[C:3](=[O:22])[N:4]([CH2:10][CH2:11][C:12]2[CH:21]=[CH:20][C:15]([C:16]([O:18][CH3:19])=[O:17])=[CH:14][CH:13]=2)[C:5]([CH3:9])=[C:6](Br)[CH:7]=1.O.P([O-])([O-])([O-])=O.[K+].[K+].[K+].[CH:32]1(P(C2CCCCC2)C2C=CC=CC=2C2C(OC)=CC=CC=2OC)CCCC[CH2:33]1.[C:61]1(C)C=CC=C[CH:62]=1, predict the reaction product. The product is: [CH2:32]([C:2]1[C:3](=[O:22])[N:4]([CH2:10][CH2:11][C:12]2[CH:21]=[CH:20][C:15]([C:16]([O:18][CH3:19])=[O:17])=[CH:14][CH:13]=2)[C:5]([CH3:9])=[C:6]([CH2:61][CH3:62])[CH:7]=1)[CH3:33]. (9) Given the reactants [ClH:1].[N:2]12[CH2:9][CH2:8][CH:5]([CH2:6][CH2:7]1)[CH:4]([CH2:10][C:11]([O:13]C1C(F)=C(F)C(F)=C(F)C=1F)=O)[CH2:3]2.[Br:25][C:26]1[CH:35]=[CH:34][C:29]2[CH:30]=[C:31]([NH2:33])[S:32][C:28]=2[CH:27]=1.C(=O)([O-])[O-].Cl, predict the reaction product. The product is: [ClH:1].[N:2]12[CH2:7][CH2:6][CH:5]([CH2:8][CH2:9]1)[CH:4]([CH2:10][C:11]([NH:33][C:31]1[S:32][C:28]3[CH:27]=[C:26]([Br:25])[CH:35]=[CH:34][C:29]=3[CH:30]=1)=[O:13])[CH2:3]2.